From a dataset of Retrosynthesis with 50K atom-mapped reactions and 10 reaction types from USPTO. Predict the reactants needed to synthesize the given product. Given the product O=C(NNC(=O)c1cccnc1Oc1ccccc1)c1cccc(C(F)(F)F)c1, predict the reactants needed to synthesize it. The reactants are: NNC(=O)c1cccc(C(F)(F)F)c1.O=C(Cl)c1cccnc1Oc1ccccc1.